Binary Classification. Given a drug SMILES string, predict its activity (active/inactive) in a high-throughput screening assay against a specified biological target. From a dataset of Serine/threonine kinase 33 screen with 319,792 compounds. (1) The compound is S(c1ccc(CN(CC(O)COc2c(OC)cc(cc2)/C=C\C)C)cc1)C. The result is 0 (inactive). (2) The drug is Clc1c(C2N(Cc3cccnc3)C(=O)C(O)=C2C(=O)C)cccc1. The result is 0 (inactive). (3) The drug is Clc1c(N(C=2NCCN2)Cc2cc(F)ccc2)c(Cl)ccc1. The result is 0 (inactive). (4) The molecule is s1c(c2oc(c(n2)CN(C2CCOC2)C)C)ccc1C. The result is 0 (inactive). (5) The molecule is O(c1cc2nc3n(nc(N)c3cc2cc1)C(=O)c1cc([N+]([O-])=O)ccc1)C. The result is 0 (inactive). (6) The molecule is O=C(N1CCCN(CC1)c1ncc([N+]([O-])=O)cc1)c1ccc(C(C)(C)C)cc1. The result is 0 (inactive). (7) The drug is O=C(Nc1nn(c2c1c(N(C)C)ccc2)C)Nc1ccccc1. The result is 0 (inactive). (8) The molecule is S=C(Nc1c(c2ccccc2)cccc1)NCC. The result is 0 (inactive). (9) The molecule is O(CCn1nnc2c(c1=O)cccc2)c1ccc(OCC)cc1. The result is 0 (inactive).